Dataset: NCI-60 drug combinations with 297,098 pairs across 59 cell lines. Task: Regression. Given two drug SMILES strings and cell line genomic features, predict the synergy score measuring deviation from expected non-interaction effect. (1) Drug 1: C1=NC(=NC(=O)N1C2C(C(C(O2)CO)O)O)N. Drug 2: C1CN(CCN1C(=O)CCBr)C(=O)CCBr. Cell line: RPMI-8226. Synergy scores: CSS=84.5, Synergy_ZIP=-5.15, Synergy_Bliss=-4.51, Synergy_Loewe=-1.59, Synergy_HSA=1.68. (2) Drug 1: C1CCC(C1)C(CC#N)N2C=C(C=N2)C3=C4C=CNC4=NC=N3. Drug 2: C1CN1P(=S)(N2CC2)N3CC3. Cell line: UACC-257. Synergy scores: CSS=0.0925, Synergy_ZIP=0.157, Synergy_Bliss=-3.45, Synergy_Loewe=-7.41, Synergy_HSA=-5.96. (3) Drug 1: C1CNP(=O)(OC1)N(CCCl)CCCl. Drug 2: CC1C(C(CC(O1)OC2CC(CC3=C2C(=C4C(=C3O)C(=O)C5=C(C4=O)C(=CC=C5)OC)O)(C(=O)CO)O)N)O.Cl. Cell line: MALME-3M. Synergy scores: CSS=46.0, Synergy_ZIP=-2.04, Synergy_Bliss=-3.76, Synergy_Loewe=-52.7, Synergy_HSA=-2.21. (4) Drug 1: CS(=O)(=O)C1=CC(=C(C=C1)C(=O)NC2=CC(=C(C=C2)Cl)C3=CC=CC=N3)Cl. Drug 2: C1CC(=O)NC(=O)C1N2C(=O)C3=CC=CC=C3C2=O. Cell line: SNB-19. Synergy scores: CSS=5.95, Synergy_ZIP=0.592, Synergy_Bliss=3.53, Synergy_Loewe=2.21, Synergy_HSA=2.49. (5) Drug 1: C1CCC(CC1)NC(=O)N(CCCl)N=O. Drug 2: CC1=C(C(=CC=C1)Cl)NC(=O)C2=CN=C(S2)NC3=CC(=NC(=N3)C)N4CCN(CC4)CCO. Cell line: NCIH23. Synergy scores: CSS=34.8, Synergy_ZIP=2.99, Synergy_Bliss=5.18, Synergy_Loewe=5.91, Synergy_HSA=9.01. (6) Drug 1: CCC1(CC2CC(C3=C(CCN(C2)C1)C4=CC=CC=C4N3)(C5=C(C=C6C(=C5)C78CCN9C7C(C=CC9)(C(C(C8N6C=O)(C(=O)OC)O)OC(=O)C)CC)OC)C(=O)OC)O.OS(=O)(=O)O. Drug 2: CCC1=C2CN3C(=CC4=C(C3=O)COC(=O)C4(CC)O)C2=NC5=C1C=C(C=C5)O. Cell line: A498. Synergy scores: CSS=22.8, Synergy_ZIP=-7.67, Synergy_Bliss=0.870, Synergy_Loewe=-26.6, Synergy_HSA=0.321. (7) Cell line: RXF 393. Drug 1: C1CCC(CC1)NC(=O)N(CCCl)N=O. Synergy scores: CSS=14.4, Synergy_ZIP=-6.03, Synergy_Bliss=-5.88, Synergy_Loewe=-5.58, Synergy_HSA=-3.49. Drug 2: CC1CCC2CC(C(=CC=CC=CC(CC(C(=O)C(C(C(=CC(C(=O)CC(OC(=O)C3CCCCN3C(=O)C(=O)C1(O2)O)C(C)CC4CCC(C(C4)OC)OCCO)C)C)O)OC)C)C)C)OC. (8) Drug 1: CCCCCOC(=O)NC1=NC(=O)N(C=C1F)C2C(C(C(O2)C)O)O. Drug 2: CCN(CC)CCNC(=O)C1=C(NC(=C1C)C=C2C3=C(C=CC(=C3)F)NC2=O)C. Cell line: NCI-H522. Synergy scores: CSS=0.0185, Synergy_ZIP=-2.40, Synergy_Bliss=-4.05, Synergy_Loewe=-4.00, Synergy_HSA=-3.20.